Dataset: Reaction yield outcomes from USPTO patents with 853,638 reactions. Task: Predict the reaction yield, written as a fraction of the theoretical maximum amount of product (1.0 means a 100% yield; for example, 0.34 means a 34% yield). (1) The reactants are C1C=CC2N(O)N=NC=2C=1.CCN=C=NCCCN(C)C.Cl.[CH3:23][C:24]1[N:25]=[CH:26][NH:27][C:28]=1[C:29]([OH:31])=O.[OH:32][CH2:33][CH2:34][NH:35][CH:36]1[CH2:41][CH2:40][N:39]([C:42]([O:44][C:45]([CH3:48])([CH3:47])[CH3:46])=[O:43])[CH2:38][CH2:37]1.C[Si](C)(C)NC(=O)C. The catalyst is C(#N)C.C(N(CC)CC)C. The product is [OH:32][CH2:33][CH2:34][N:35]([C:29]([C:28]1[NH:27][CH:26]=[N:25][C:24]=1[CH3:23])=[O:31])[CH:36]1[CH2:41][CH2:40][N:39]([C:42]([O:44][C:45]([CH3:48])([CH3:47])[CH3:46])=[O:43])[CH2:38][CH2:37]1. The yield is 0.590. (2) The reactants are [C:1]([O:5][C:6]([N:8]1[CH:13]([C:14]([F:17])([F:16])[F:15])[CH2:12][N:11]2[N:18]=[C:19]([I:24])[C:20]([C:21](O)=[O:22])=[C:10]2[CH2:9]1)=[O:7])([CH3:4])([CH3:3])[CH3:2].[NH4+].[Cl-].C[N:28](C(ON1N=NC2C=CC=NC1=2)=[N+](C)C)C.F[P-](F)(F)(F)(F)F.CCN(C(C)C)C(C)C. The catalyst is CN(C=O)C.O. The yield is 0.500. The product is [C:21]([C:20]1[C:19]([I:24])=[N:18][N:11]2[CH2:12][CH:13]([C:14]([F:17])([F:16])[F:15])[N:8]([C:6]([O:5][C:1]([CH3:3])([CH3:2])[CH3:4])=[O:7])[CH2:9][C:10]=12)(=[O:22])[NH2:28]. (3) The reactants are Cl.[F:2][C:3]([F:16])([F:15])[CH2:4][O:5][C:6]1[N:11]=[CH:10][C:9]([CH:12]([NH2:14])[CH3:13])=[CH:8][CH:7]=1.[NH2:17][C:18]1[CH:19]=[C:20]([CH:24]=[C:25]([O:27][CH3:28])[N:26]=1)[C:21](O)=[O:22]. No catalyst specified. The product is [NH2:17][C:18]1[CH:19]=[C:20]([CH:24]=[C:25]([O:27][CH3:28])[N:26]=1)[C:21]([NH:14][CH:12]([C:9]1[CH:10]=[N:11][C:6]([O:5][CH2:4][C:3]([F:2])([F:15])[F:16])=[CH:7][CH:8]=1)[CH3:13])=[O:22]. The yield is 0.650. (4) The reactants are [CH2:1]([NH2:5])[CH2:2][C:3]#[CH:4].Cl[CH2:7][C:8]([N:10]1[CH2:18][C:17]2[CH:16]=[N:15][C:14]([NH:19][CH:20]3[CH2:28][C:27]4[C:22](=[CH:23][CH:24]=[CH:25][CH:26]=4)[CH2:21]3)=[N:13][C:12]=2[CH2:11]1)=[O:9].C(N(CC)CC)C.[C:36]([O:40][C:41](O[C:41]([O:40][C:36]([CH3:39])([CH3:38])[CH3:37])=[O:42])=[O:42])([CH3:39])([CH3:38])[CH3:37]. The catalyst is O1CCCC1. The product is [CH2:1]([N:5]([CH2:7][C:8]([N:10]1[CH2:18][C:17]2[CH:16]=[N:15][C:14]([NH:19][CH:20]3[CH2:28][C:27]4[C:22](=[CH:23][CH:24]=[CH:25][CH:26]=4)[CH2:21]3)=[N:13][C:12]=2[CH2:11]1)=[O:9])[C:41](=[O:42])[O:40][C:36]([CH3:39])([CH3:38])[CH3:37])[CH2:2][C:3]#[CH:4]. The yield is 0.790. (5) The reactants are [Cl:1][C:2]1[CH:3]=[C:4]([NH:8][C:9]([N:11]2[CH2:16][CH2:15][C:14]3[NH:17][N:18]=[C:19]([C:20]([N:22]4[CH2:26][CH:25](O)[CH2:24][O:23]4)=[O:21])[C:13]=3[CH2:12]2)=[O:10])[CH:5]=[CH:6][CH:7]=1.CCN(S(F)(F)[F:34])CC.O. The catalyst is C(Cl)Cl. The product is [Cl:1][C:2]1[CH:3]=[C:4]([NH:8][C:9]([N:11]2[CH2:16][CH2:15][C:14]3[NH:17][N:18]=[C:19]([C:20]([N:22]4[CH2:26][CH:25]([F:34])[CH2:24][O:23]4)=[O:21])[C:13]=3[CH2:12]2)=[O:10])[CH:5]=[CH:6][CH:7]=1. The yield is 0.154. (6) The reactants are C[O:2][C:3](=[O:33])[CH2:4][CH:5]([N:19]1[CH2:27][C:26]2[C:21](=[C:22]([NH:28][C:29](=[O:31])[CH3:30])[CH:23]=[CH:24][CH:25]=2)[C:20]1=[O:32])[C:6]1[CH:11]=[CH:10][C:9]([O:12][CH:13]([F:15])[F:14])=[C:8]([O:16][CH2:17][CH3:18])[CH:7]=1.[OH-].[Na+]. The catalyst is C1COCC1. The product is [C:29]([NH:28][C:22]1[CH:23]=[CH:24][CH:25]=[C:26]2[C:21]=1[C:20](=[O:32])[N:19]([CH:5]([C:6]1[CH:11]=[CH:10][C:9]([O:12][CH:13]([F:14])[F:15])=[C:8]([O:16][CH2:17][CH3:18])[CH:7]=1)[CH2:4][C:3]([OH:33])=[O:2])[CH2:27]2)(=[O:31])[CH3:30]. The yield is 0.960. (7) The reactants are [CH2:1]([C@H:8]([NH:29][C:30](=[O:70])[C@@H:31]([N:36]1[CH2:40][CH2:39][N:38]([CH2:41][C:42]2[CH:47]=[CH:46][CH:45]=[C:44]([CH2:48][O:49]C(C3C=CC=CC=3)(C3C=CC=CC=3)C3C=CC=CC=3)[N:43]=2)[C:37]1=[O:69])[C@@H:32]([CH3:35])[CH2:33][CH3:34])[C@H:9]([OH:28])[CH2:10][N:11]([S:16]([C:19]1[CH:24]=[CH:23][C:22](/[CH:25]=[N:26]/[OH:27])=[CH:21][CH:20]=1)(=[O:18])=[O:17])[CH2:12][CH:13]([CH3:15])[CH3:14])[C:2]1[CH:7]=[CH:6][CH:5]=[CH:4][CH:3]=1.ClCCl.Cl. The yield is 0.560. The product is [CH2:1]([C@H:8]([NH:29][C:30](=[O:70])[C@@H:31]([N:36]1[CH2:40][CH2:39][N:38]([CH2:41][C:42]2[CH:47]=[CH:46][CH:45]=[C:44]([CH2:48][OH:49])[N:43]=2)[C:37]1=[O:69])[C@@H:32]([CH3:35])[CH2:33][CH3:34])[C@H:9]([OH:28])[CH2:10][N:11]([S:16]([C:19]1[CH:20]=[CH:21][C:22](/[CH:25]=[N:26]/[OH:27])=[CH:23][CH:24]=1)(=[O:18])=[O:17])[CH2:12][CH:13]([CH3:14])[CH3:15])[C:2]1[CH:3]=[CH:4][CH:5]=[CH:6][CH:7]=1. The catalyst is CO.